Dataset: Reaction yield outcomes from USPTO patents with 853,638 reactions. Task: Predict the reaction yield, written as a fraction of the theoretical maximum amount of product (1.0 means a 100% yield; for example, 0.34 means a 34% yield). (1) The reactants are Cl[C:2]1[S:3][C:4]2[CH:10]=[C:9]([O:11][CH3:12])[CH:8]=[CH:7][C:5]=2[N:6]=1.[NH2:13][C:14]1[CH:19]=[C:18]([Cl:20])[C:17]([OH:21])=[C:16]([Cl:22])[CH:15]=1.C([O-])([O-])=O.[K+].[K+]. The catalyst is CS(C)=O. The product is [Cl:20][C:18]1[CH:19]=[C:14]([NH2:13])[CH:15]=[C:16]([Cl:22])[C:17]=1[O:21][C:2]1[S:3][C:4]2[CH:10]=[C:9]([O:11][CH3:12])[CH:8]=[CH:7][C:5]=2[N:6]=1. The yield is 0.560. (2) The catalyst is C1COCC1. The product is [Cl:1][C:2]1[N:3]=[C:4]([N:13]2[CH2:14][CH2:15][O:16][CH2:17][CH2:18]2)[C:5]2[S:10][C:9]([CH2:11][OH:12])=[CH:8][C:6]=2[N:7]=1. The yield is 0.910. The reactants are [Cl:1][C:2]1[N:3]=[C:4]([N:13]2[CH2:18][CH2:17][O:16][CH2:15][CH2:14]2)[C:5]2[S:10][C:9]([CH:11]=[O:12])=[CH:8][C:6]=2[N:7]=1.[BH4-].[Na+].